Predict the reactants needed to synthesize the given product. From a dataset of Full USPTO retrosynthesis dataset with 1.9M reactions from patents (1976-2016). Given the product [Cl:1][C:2]1[N:7]=[C:6]([C:19]2[CH:18]=[N:17][N:16]([CH:12]([CH:9]3[CH2:11][CH2:10]3)[CH2:13][C:14]#[N:15])[CH:20]=2)[CH:5]=[CH:4][N:3]=1, predict the reactants needed to synthesize it. The reactants are: [Cl:1][C:2]1[N:7]=[C:6](Cl)[CH:5]=[CH:4][N:3]=1.[CH:9]1([CH:12]([N:16]2[CH:20]=[C:19](B3OC(C)(C)C(C)(C)O3)[CH:18]=[N:17]2)[CH2:13][C:14]#[N:15])[CH2:11][CH2:10]1.P([O-])([O-])([O-])=O.[K+].[K+].[K+].